From a dataset of Full USPTO retrosynthesis dataset with 1.9M reactions from patents (1976-2016). Predict the reactants needed to synthesize the given product. (1) Given the product [NH2:8][C:7]1[C:6]([CH3:12])=[C:5]([CH:11]=[CH:10][CH:9]=1)[CH2:4][NH:3][C:21](=[O:22])[O:23][C:24]([CH3:25])([CH3:26])[CH3:27], predict the reactants needed to synthesize it. The reactants are: C([NH:3][CH2:4][C:5]1[C:6]([CH3:12])=[C:7]([CH:9]=[CH:10][CH:11]=1)[NH2:8])C.[C:21](O[C:21]([O:23][C:24]([CH3:27])([CH3:26])[CH3:25])=[O:22])([O:23][C:24]([CH3:27])([CH3:26])[CH3:25])=[O:22]. (2) Given the product [CH3:19][C:6]1[N:1]([CH2:14][CH2:15][CH:16]([CH3:18])[CH3:17])[C:2](=[O:12])[O:3][C:4](=[O:11])[C:5]=1[CH3:10], predict the reactants needed to synthesize it. The reactants are: [NH:1]1[C:6]2N=CC=[CH:10][C:5]=2[C:4](=[O:11])[O:3][C:2]1=[O:12].Br[CH2:14][CH2:15][CH:16]([CH3:18])[CH3:17].[CH2:19](Br)CCC.N. (3) Given the product [N+:1]([C:4]1[CH:44]=[CH:43][CH:42]=[CH:41][C:5]=1[CH2:6][O:7][C:8](=[O:40])[CH2:9][CH2:10][CH2:11][CH2:12][CH2:13][CH2:14][CH2:15][CH2:16][CH2:17][CH2:18][O:19][C:20]1[CH:32]=[C:24]([C:25]([OH:27])=[O:26])[CH:23]=[C:22]([CH:21]=1)[C:33]([OH:35])=[O:34])([O-:3])=[O:2], predict the reactants needed to synthesize it. The reactants are: [N+:1]([C:4]1[CH:44]=[CH:43][CH:42]=[CH:41][C:5]=1[CH2:6][O:7][C:8](=[O:40])[CH2:9][CH2:10][CH2:11][CH2:12][CH2:13][CH2:14][CH2:15][CH2:16][CH2:17][CH2:18][O:19][C:20]1[CH:21]=[C:22]([C:33]([O:35]C(C)(C)C)=[O:34])[CH:23]=[C:24]([CH:32]=1)[C:25]([O:27]C(C)(C)C)=[O:26])([O-:3])=[O:2].FC(F)(F)C(O)=O.